Predict the product of the given reaction. From a dataset of Forward reaction prediction with 1.9M reactions from USPTO patents (1976-2016). (1) Given the reactants [CH3:1][O:2][C:3](=[O:16])[CH2:4][N:5]1[C:13]2[C:8](=[CH:9][C:10]([F:14])=[CH:11][CH:12]=2)[CH:7]=[C:6]1[CH3:15].[N:17]1[CH:22]=[CH:21][CH:20]=[CH:19][C:18]=1[S:23]([C:26]1[S:30][CH:29]=[N:28][C:27]=1[CH:31]=O)(=[O:25])=[O:24], predict the reaction product. The product is: [CH3:1][O:2][C:3](=[O:16])[CH2:4][N:5]1[C:13]2[C:8](=[CH:9][C:10]([F:14])=[CH:11][CH:12]=2)[C:7]([CH2:31][C:27]2[N:28]=[CH:29][S:30][C:26]=2[S:23]([C:18]2[CH:19]=[CH:20][CH:21]=[CH:22][N:17]=2)(=[O:25])=[O:24])=[C:6]1[CH3:15]. (2) The product is: [Cl:12][C:13]1[CH:21]=[CH:20][CH:19]=[CH:18][C:14]=1[C:15]1[N:6]=[C:4]([N:22]2[CH2:26][CH2:25][CH2:24][CH2:23]2)[C:3]2[C:2](=[CH:10][CH:9]=[CH:8][C:7]=2[CH3:11])[N:1]=1. Given the reactants [NH2:1][C:2]1[CH:10]=[CH:9][CH:8]=[C:7]([CH3:11])[C:3]=1[C:4]([NH2:6])=O.[Cl:12][C:13]1[CH:21]=[CH:20][CH:19]=[CH:18][C:14]=1[C:15](Cl)=O.[NH:22]1[CH2:26][CH2:25][CH2:24][CH2:23]1, predict the reaction product. (3) Given the reactants [CH3:1][C:2]1[CH2:7][CH2:6][CH2:5][C:4]([CH3:9])([CH3:8])[C:3]=1/[CH:10]=[CH:11]/[C:12](/[CH3:21])=[CH:13]/[CH:14]=[CH:15]/[C:16](/[CH3:20])=[CH:17]/[CH2:18][OH:19].C1(C)C=CC=CC=1.[C:29]([OH:49])(=[O:48])[CH2:30][CH2:31][CH2:32][CH2:33][CH2:34][CH2:35][CH2:36]/[CH:37]=[CH:38]\[CH2:39][C@@H:40]([CH2:42][CH2:43][CH2:44][CH2:45][CH2:46][CH3:47])[OH:41], predict the reaction product. The product is: [CH3:1][C:2]1[CH2:7][CH2:6][CH2:5][C:4]([CH3:8])([CH3:9])[C:3]=1/[CH:10]=[CH:11]/[C:12](/[CH3:21])=[CH:13]/[CH:14]=[CH:15]/[C:16](/[CH3:20])=[CH:17]/[CH2:18][OH:19].[C:29]([O-:49])(=[O:48])[CH2:30][CH2:31][CH2:32][CH2:33][CH2:34][CH2:35][CH2:36]/[CH:37]=[CH:38]\[CH2:39][C@@H:40]([CH2:42][CH2:43][CH2:44][CH2:45][CH2:46][CH3:47])[OH:41]. (4) Given the reactants [Cl:1][C:2]1[CH:7]=[C:6](Cl)[N:5]=[CH:4][N:3]=1.[S:9]1[CH:13]=[CH:12][CH:11]=[C:10]1B(O)O.C([O-])([O-])=O.[Na+].[Na+].C(OCC)(=O)C, predict the reaction product. The product is: [Cl:1][C:2]1[CH:7]=[C:6]([C:10]2[S:9][CH:13]=[CH:12][CH:11]=2)[N:5]=[CH:4][N:3]=1. (5) Given the reactants [CH2:1]([O:3][C:4]([C:6]1[C:15]([Cl:16])=[CH:14][C:13]2[C:8](=[C:9](OS(C(F)(F)F)(=O)=O)[CH:10]=[CH:11][CH:12]=2)[CH:7]=1)=[O:5])[CH3:2].O.[CH3:26][N:27](C)C=O, predict the reaction product. The product is: [CH2:1]([O:3][C:4]([C:6]1[C:15]([Cl:16])=[CH:14][C:13]2[C:8](=[C:9]([C:26]#[N:27])[CH:10]=[CH:11][CH:12]=2)[CH:7]=1)=[O:5])[CH3:2]. (6) Given the reactants [OH:1][CH2:2][C:3]1[S:7][C:6]([CH2:8][C:9]([OH:11])=[O:10])=[CH:5][CH:4]=1.N1C=CN=C1.[Si:17](Cl)([C:20]([CH3:23])([CH3:22])[CH3:21])([CH3:19])[CH3:18].C(=O)([O-])[O-].[K+].[K+], predict the reaction product. The product is: [Si:17]([O:1][CH2:2][C:3]1[S:7][C:6]([CH2:8][C:9]([OH:11])=[O:10])=[CH:5][CH:4]=1)([C:20]([CH3:23])([CH3:22])[CH3:21])([CH3:19])[CH3:18]. (7) Given the reactants C(OC([N:11]1[CH2:20][CH2:19][C:18]2[C:13](=[CH:14][CH:15]=[CH:16][CH:17]=2)[CH:12]1[C:21]1[CH:26]=[CH:25][C:24]([F:27])=[CH:23][C:22]=1[O:28][CH2:29]C=C)=O)C1C=CC=CC=1.CN1[C:40](=O)[CH2:39][C:37](=O)N(C)C1=O.[C:43]([O-:46])([O-])=[O:44].[Cs+].[Cs+].BrC[C:51]([O:53][CH2:54][CH3:55])=[O:52].[CH3:56][CH2:57]OC(C)=O, predict the reaction product. The product is: [CH2:54]([O:53][C:51]([N:11]1[CH2:20][CH2:19][C:18]2[C:13](=[CH:14][CH:15]=[CH:16][CH:17]=2)[CH:12]1[C:21]1[CH:26]=[CH:25][C:24]([F:27])=[CH:23][C:22]=1[O:28][CH2:29][C:43]([OH:46])=[O:44])=[O:52])[C:55]1[CH:37]=[CH:39][CH:40]=[CH:57][CH:56]=1. (8) Given the reactants [CH3:1][C:2]([CH3:27])([CH3:26])[C:3]#[C:4][C:5]1[S:9][C:8]([C:10]([O:12][CH3:13])=[O:11])=[C:7]([NH:14][C@H:15]2[CH2:19][CH2:18][N:17]([C@H:20]3[CH2:24][CH2:23][O:22][CH2:21]3)[C:16]2=[O:25])[CH:6]=1.N1C=CC=CC=1.[CH3:34][C@H:35]1[CH2:40][CH2:39][C@H:38]([C:41](Cl)=[O:42])[CH2:37][CH2:36]1, predict the reaction product. The product is: [CH3:1][C:2]([CH3:27])([CH3:26])[C:3]#[C:4][C:5]1[S:9][C:8]([C:10]([O:12][CH3:13])=[O:11])=[C:7]([N:14]([C:41]([C@H:38]2[CH2:39][CH2:40][C@H:35]([CH3:34])[CH2:36][CH2:37]2)=[O:42])[C@H:15]2[CH2:19][CH2:18][N:17]([C@H:20]3[CH2:24][CH2:23][O:22][CH2:21]3)[C:16]2=[O:25])[CH:6]=1. (9) Given the reactants [CH2:1]([O:3][C:4](=[O:23])[CH2:5][C:6]1[CH:11]=[CH:10][C:9]([Cl:12])=[C:8]([O:13][C:14]2[CH:19]=[CH:18][C:17]([Br:20])=[CH:16][C:15]=2[CH2:21]Br)[CH:7]=1)[CH3:2].[CH3:24][C@@H:25]1[C@H:29]([C:30]2[CH:35]=[CH:34][CH:33]=[CH:32][CH:31]=2)[O:28][C:27](=[O:36])[NH:26]1, predict the reaction product. The product is: [CH2:1]([O:3][C:4](=[O:23])[CH2:5][C:6]1[CH:11]=[CH:10][C:9]([Cl:12])=[C:8]([O:13][C:14]2[CH:19]=[CH:18][C:17]([Br:20])=[CH:16][C:15]=2[CH2:21][N:26]2[C@H:25]([CH3:24])[C@H:29]([C:30]3[CH:35]=[CH:34][CH:33]=[CH:32][CH:31]=3)[O:28][C:27]2=[O:36])[CH:7]=1)[CH3:2].